This data is from Forward reaction prediction with 1.9M reactions from USPTO patents (1976-2016). The task is: Predict the product of the given reaction. (1) Given the reactants Cl[C:2]1[CH:3]=[C:4]2[C:9](=[C:10]([NH:12][CH:13]([CH3:15])[CH3:14])[N:11]=1)[C:8](=[O:16])[N:7]([CH3:17])[CH:6]=[CH:5]2.[CH3:18][C:19]1[CH:24]=[CH:23][N:22]=[C:21]([NH2:25])[CH:20]=1.CC1(C)C2C(=C(P(C3C=CC=CC=3)C3C=CC=CC=3)C=CC=2)OC2C(P(C3C=CC=CC=3)C3C=CC=CC=3)=CC=CC1=2.C([O-])([O-])=O.[Cs+].[Cs+], predict the reaction product. The product is: [CH:13]([NH:12][C:10]1[N:11]=[C:2]([NH:25][C:21]2[CH:20]=[C:19]([CH3:18])[CH:24]=[CH:23][N:22]=2)[CH:3]=[C:4]2[C:9]=1[C:8](=[O:16])[N:7]([CH3:17])[CH:6]=[CH:5]2)([CH3:15])[CH3:14]. (2) Given the reactants [N+:1]([C:4]1[CH:9]=[CH:8][C:7]([C:10]([CH3:15])([CH3:14])[C:11](N)=[O:12])=[CH:6][CH:5]=1)([O-:3])=[O:2].Cl.C1C[O:20]CC1, predict the reaction product. The product is: [CH3:14][C:10]([C:7]1[CH:8]=[CH:9][C:4]([N+:1]([O-:3])=[O:2])=[CH:5][CH:6]=1)([CH3:15])[C:11]([OH:20])=[O:12]. (3) Given the reactants [OH:1][C:2]1[CH:7]=[C:6]([O:8][CH2:9][O:10][CH3:11])[CH:5]=[CH:4][C:3]=1[CH2:12][CH2:13][CH3:14].Br[CH2:16][C:17]([O:19][CH3:20])=[O:18].CN(C)C=O.[H-].[Na+], predict the reaction product. The product is: [CH3:11][O:10][CH2:9][O:8][C:6]1[CH:5]=[CH:4][C:3]([CH2:12][CH2:13][CH3:14])=[C:2]([CH:7]=1)[O:1][CH2:16][C:17]([O:19][CH3:20])=[O:18]. (4) Given the reactants C(O[C:4]([C:6]1([CH2:20][CH2:21]OC)[CH2:11][CH2:10][N:9]([C:12](=[O:19])[CH2:13][CH2:14][C:15]([CH3:18])([CH3:17])[CH3:16])[CH2:8][CH2:7]1)=[O:5])C.[Cl-].C[Al+]C.[F:28][C:29]([F:39])([F:38])[O:30][C:31]1[CH:37]=[CH:36][C:34]([NH2:35])=[CH:33][CH:32]=1, predict the reaction product. The product is: [CH3:18][C:15]([CH3:16])([CH3:17])[CH2:14][CH2:13][C:12]([N:9]1[CH2:8][CH2:7][C:6]2([C:4](=[O:5])[N:35]([C:34]3[CH:36]=[CH:37][C:31]([O:30][C:29]([F:28])([F:38])[F:39])=[CH:32][CH:33]=3)[CH2:21][CH2:20]2)[CH2:11][CH2:10]1)=[O:19]. (5) Given the reactants F[C:2]1[CH:9]=[CH:8][C:5]([CH:6]=O)=[C:4]([C:10]([F:13])([F:12])[F:11])[CH:3]=1.[NH:14]1[CH2:19][CH2:18][O:17][CH2:16][CH2:15]1.[CH2:20]1[CH:24]2[CH2:25][NH:26][CH2:27][CH:23]2[CH2:22][N:21]1[C:28]([O:30]C(C)(C)C)=[O:29].[CH2:35]1[C:40](=[O:41])[N:39](OC(O[N:39]2[C:40](=[O:41])[CH2:35][CH2:36][C:37]2=[O:38])=O)[C:37](=[O:38])[CH2:36]1, predict the reaction product. The product is: [N:14]1([C:2]2[CH:9]=[CH:8][C:5]([CH2:6][N:26]3[CH2:27][CH:23]4[CH2:22][N:21]([C:28]([O:30][N:39]5[C:40](=[O:41])[CH2:35][CH2:36][C:37]5=[O:38])=[O:29])[CH2:20][CH:24]4[CH2:25]3)=[C:4]([C:10]([F:13])([F:12])[F:11])[CH:3]=2)[CH2:19][CH2:18][O:17][CH2:16][CH2:15]1. (6) Given the reactants [F:1][C:2]1[CH:3]=[C:4]2[C:9](=[CH:10][CH:11]=1)[N+:8]([O-])=[CH:7][CH:6]=[CH:5]2.C(OC(=O)C)(=[O:15])C, predict the reaction product. The product is: [F:1][C:2]1[CH:3]=[C:4]2[C:9](=[CH:10][CH:11]=1)[NH:8][C:7](=[O:15])[CH:6]=[CH:5]2.